Dataset: Catalyst prediction with 721,799 reactions and 888 catalyst types from USPTO. Task: Predict which catalyst facilitates the given reaction. (1) Reactant: [N:1]1[CH:6]=[CH:5][CH:4]=[CH:3][C:2]=1[O:7][CH2:8][C:9]([O:11]C(C)(C)C)=[O:10].[ClH:16]. Product: [ClH:16].[N:1]1[CH:6]=[CH:5][CH:4]=[CH:3][C:2]=1[O:7][CH2:8][C:9]([OH:11])=[O:10]. The catalyst class is: 1. (2) Reactant: C(O)(=O)C(O)=O.[CH2:7]1[C:10]2([CH2:13][NH:12][CH2:11]2)[CH2:9][O:8]1.[CH2:7]1[C:10]2([CH2:13][NH:12][CH2:11]2)[CH2:9][O:8]1.Cl[CH2:22][C:23]1[CH:28]=[CH:27][C:26]([S:29][CH:30]2[CH2:33][N:32]([C:34]([C:36]3[O:37][C:38]([C:41]4[CH:46]=[CH:45][CH:44]=[CH:43][CH:42]=4)=[N:39][N:40]=3)=[O:35])[CH2:31]2)=[CH:25][CH:24]=1.C(N(C(C)C)C(C)C)C.CO. Product: [CH2:7]1[C:10]2([CH2:13][N:12]([CH2:22][C:23]3[CH:24]=[CH:25][C:26]([S:29][CH:30]4[CH2:33][N:32]([C:34]([C:36]5[O:37][C:38]([C:41]6[CH:46]=[CH:45][CH:44]=[CH:43][CH:42]=6)=[N:39][N:40]=5)=[O:35])[CH2:31]4)=[CH:27][CH:28]=3)[CH2:11]2)[CH2:9][O:8]1. The catalyst class is: 3. (3) Reactant: [Cl:1][C:2]1[CH:3]=[C:4]2[C:9](=[C:10]([C:12]3[CH:17]=[CH:16][C:15]([CH2:18][CH3:19])=[CH:14][CH:13]=3)[CH:11]=1)[O:8][CH:7]([C:20]([F:23])([F:22])[F:21])[C:6]([C:24]([OH:26])=[O:25])=[CH:5]2.[OH-].[Na+:28]. Product: [Cl:1][C:2]1[CH:3]=[C:4]2[C:9](=[C:10]([C:12]3[CH:13]=[CH:14][C:15]([CH2:18][CH3:19])=[CH:16][CH:17]=3)[CH:11]=1)[O:8][CH:7]([C:20]([F:23])([F:21])[F:22])[C:6]([C:24]([O-:26])=[O:25])=[CH:5]2.[Na+:28]. The catalyst class is: 8. (4) Reactant: [C:1]([O:5][C:6]([N:8]1[C:16]2[C:11](=[CH:12][C:13]([O:17][Si:18]([C:21]([CH3:24])([CH3:23])[CH3:22])([CH3:20])[CH3:19])=[CH:14][CH:15]=2)[CH:10]=[CH:9]1)=[O:7])([CH3:4])([CH3:3])[CH3:2].I[C:26]1[C:27](=[O:43])[N:28]([CH2:35][O:36][CH2:37][CH2:38][Si:39]([CH3:42])([CH3:41])[CH3:40])[CH:29]=[C:30]([N+:32]([O-:34])=[O:33])[CH:31]=1. Product: [C:1]([O:5][C:6]([N:8]1[C:16]2[C:11](=[CH:12][C:13]([O:17][Si:18]([C:21]([CH3:24])([CH3:23])[CH3:22])([CH3:19])[CH3:20])=[CH:14][CH:15]=2)[CH:10]=[C:9]1[C:26]1[C:27](=[O:43])[N:28]([CH2:35][O:36][CH2:37][CH2:38][Si:39]([CH3:41])([CH3:40])[CH3:42])[CH:29]=[C:30]([N+:32]([O-:34])=[O:33])[CH:31]=1)=[O:7])([CH3:4])([CH3:3])[CH3:2]. The catalyst class is: 81. (5) The catalyst class is: 197. Reactant: N1(C([O:8][C@H:9]2[CH2:14][CH2:13][C@H:12]([N:15]3[C:23](=[O:24])[NH:22][C:21]4[C:16]3=[N:17][C:18]([N:25]3[C:29]5[CH:30]=[C:31]([F:34])[CH:32]=[CH:33][C:28]=5[N:27]=[CH:26]3)=[N:19][CH:20]=4)[CH2:11][CH2:10]2)=O)C=CN=C1.Cl.[OH-].[Na+]. Product: [F:34][C:31]1[CH:32]=[CH:33][C:28]2[N:27]=[CH:26][N:25]([C:18]3[N:17]=[C:16]4[C:21]([NH:22][C:23](=[O:24])[N:15]4[C@H:12]4[CH2:11][CH2:10][C@H:9]([OH:8])[CH2:14][CH2:13]4)=[CH:20][N:19]=3)[C:29]=2[CH:30]=1.